From a dataset of Reaction yield outcomes from USPTO patents with 853,638 reactions. Predict the reaction yield, written as a fraction of the theoretical maximum amount of product (1.0 means a 100% yield; for example, 0.34 means a 34% yield). The reactants are C[O:2][C:3](=[O:30])[CH2:4][NH:5][C:6](=[O:29])[CH2:7][C:8]1[N:9]=[C:10]([NH:13][C:14]([NH:16][C:17]2[CH:22]=[CH:21][C:20]([CH3:23])=[CH:19][C:18]=2[O:24][CH2:25][CH:26]([CH3:28])[CH3:27])=[O:15])[S:11][CH:12]=1.C(OC1C=C(C)C=CC=1NC(=O)NC1SC=C(CC(O)=O)N=1)C(C)C.Cl.COC(=O)CN. No catalyst specified. The product is [CH2:25]([O:24][C:18]1[CH:19]=[C:20]([CH3:23])[CH:21]=[CH:22][C:17]=1[NH:16][C:14](=[O:15])[NH:13][C:10]1[S:11][CH:12]=[C:8]([CH2:7][C:6]([NH:5][CH2:4][C:3]([OH:30])=[O:2])=[O:29])[N:9]=1)[CH:26]([CH3:28])[CH3:27]. The yield is 0.860.